Dataset: Full USPTO retrosynthesis dataset with 1.9M reactions from patents (1976-2016). Task: Predict the reactants needed to synthesize the given product. Given the product [CH:10]1([C:8](=[O:9])[CH:3]([NH:2][C:18]([C:17]2[CH:21]=[CH:22][CH:23]=[C:15]([C:14]([F:13])([F:24])[F:25])[CH:16]=2)=[O:19])[C:4]([O:6][CH3:7])=[O:5])[CH2:12][CH2:11]1, predict the reactants needed to synthesize it. The reactants are: Cl.[NH2:2][CH:3]([C:8]([CH:10]1[CH2:12][CH2:11]1)=[O:9])[C:4]([O:6][CH3:7])=[O:5].[F:13][C:14]([F:25])([F:24])[C:15]1[CH:16]=[C:17]([CH:21]=[CH:22][CH:23]=1)[C:18](O)=[O:19].CN(C)CCCN=C=NCC.ON1C2C=CC=CC=2N=N1.C(N(CC)CC)C.C(=O)([O-])O.[Na+].